This data is from Catalyst prediction with 721,799 reactions and 888 catalyst types from USPTO. The task is: Predict which catalyst facilitates the given reaction. (1) Reactant: Cl.Cl[C:3]1[N:4]=[C:5]([OH:13])[C:6]2[CH:12]=[CH:11][N:10]=[CH:9][C:7]=2[N:8]=1.[NH:14]1[CH2:19][CH2:18][O:17][CH2:16][CH2:15]1. Product: [N:14]1([C:3]2[N:4]=[C:5]([OH:13])[C:6]3[CH:12]=[CH:11][N:10]=[CH:9][C:7]=3[N:8]=2)[CH2:19][CH2:18][O:17][CH2:16][CH2:15]1. The catalyst class is: 44. (2) Reactant: [CH2:1]([S:21][CH:22]([CH2:28][CH3:29])[C:23]([O:25]CC)=[O:24])[CH2:2][CH2:3][CH2:4]/[CH:5]=[CH:6]\[CH2:7]/[CH:8]=[CH:9]\[CH2:10]/[CH:11]=[CH:12]\[CH2:13]/[CH:14]=[CH:15]\[CH2:16]/[CH:17]=[CH:18]\[CH2:19][CH3:20].[Li+].[OH-].Cl. Product: [CH2:1]([S:21][CH:22]([CH2:28][CH3:29])[C:23]([OH:25])=[O:24])[CH2:2][CH2:3][CH2:4]/[CH:5]=[CH:6]\[CH2:7]/[CH:8]=[CH:9]\[CH2:10]/[CH:11]=[CH:12]\[CH2:13]/[CH:14]=[CH:15]\[CH2:16]/[CH:17]=[CH:18]\[CH2:19][CH3:20]. The catalyst class is: 40. (3) Reactant: [H-].[Na+].O=[C:4]([CH3:11])[CH2:5][C:6]([O:8][CH2:9][CH3:10])=[O:7].C1(C)C=CC=CC=1.[Cl:19][C:20]1[N:29]=C(Cl)C2[C:22](=[CH:23][CH:24]=[C:25]([F:31])[CH:26]=2)[N:21]=1. Product: [Cl:19][C:20]1[N:29]=[C:4]([CH2:5][C:6]([O:8][CH2:9][CH3:10])=[O:7])[C:11]2[C:22](=[CH:23][CH:24]=[C:25]([F:31])[CH:26]=2)[N:21]=1. The catalyst class is: 1. (4) Reactant: [N+:1]([C:4]1[CH:9]=[CH:8][C:7]([CH2:10][CH:11](O)[CH2:12][C:13]([O:15][CH2:16][CH3:17])=[O:14])=[CH:6][CH:5]=1)([O-:3])=[O:2].C(N(CC)CC)C.CS(Cl)(=O)=O.C1CCN2C(=NCCC2)CC1. Product: [N+:1]([C:4]1[CH:5]=[CH:6][C:7]([CH2:10][CH:11]=[CH:12][C:13]([O:15][CH2:16][CH3:17])=[O:14])=[CH:8][CH:9]=1)([O-:3])=[O:2]. The catalyst class is: 13. (5) Reactant: [F:1][C:2]1[CH:3]=[C:4]([CH:19]=[C:20]([F:22])[CH:21]=1)[CH2:5][C@H:6]([NH:11][C:12](=[O:18])[O:13][C:14]([CH3:17])([CH3:16])[CH3:15])[C@H:7]([OH:10])[CH2:8][OH:9].[C:23](Cl)(=[O:30])[C:24]1[CH:29]=[CH:28][CH:27]=[CH:26][CH:25]=1. Product: [C:23]([O:9][CH2:8][C@@H:7]([OH:10])[C@@H:6]([NH:11][C:12]([O:13][C:14]([CH3:17])([CH3:16])[CH3:15])=[O:18])[CH2:5][C:4]1[CH:3]=[C:2]([F:1])[CH:21]=[C:20]([F:22])[CH:19]=1)(=[O:30])[C:24]1[CH:29]=[CH:28][CH:27]=[CH:26][CH:25]=1. The catalyst class is: 4. (6) Reactant: [Cl:1][C:2]1[CH:7]=[CH:6][C:5]([C@H:8]([OH:11])[CH2:9][OH:10])=[CH:4][CH:3]=1.N1C=CN=C1.[Si:17](Cl)([C:20]([CH3:23])([CH3:22])[CH3:21])([CH3:19])[CH3:18]. Product: [Si:17]([O:10][CH2:9][C@H:8]([C:5]1[CH:4]=[CH:3][C:2]([Cl:1])=[CH:7][CH:6]=1)[OH:11])([C:20]([CH3:23])([CH3:22])[CH3:21])([CH3:19])[CH3:18]. The catalyst class is: 448.